From a dataset of Reaction yield outcomes from USPTO patents with 853,638 reactions. Predict the reaction yield, written as a fraction of the theoretical maximum amount of product (1.0 means a 100% yield; for example, 0.34 means a 34% yield). (1) The reactants are [Cl:1]N1C(=O)CCC1=O.[CH3:9][S:10][CH2:11][C:12]([O:14][CH2:15][CH3:16])=[O:13]. The catalyst is C(Cl)(Cl)(Cl)Cl. The product is [Cl:1][CH:11]([S:10][CH3:9])[C:12]([O:14][CH2:15][CH3:16])=[O:13]. The yield is 0.430. (2) The reactants are [C:1]([N:4]1[CH2:8][CH2:7][CH2:6][CH:5]1[C:9]1[CH:14]=[CH:13][N:12]=[C:11]([C:15]#[N:16])[CH:10]=1)(=[O:3])[CH3:2].[C:17](OC)(=[O:25])[C:18]1[C:19](=[CH:21][CH:22]=[CH:23][CH:24]=1)[SH:20].C(N(CC)CC)C. The catalyst is C1(C)C=CC=CC=1. The product is [C:1]([N:4]1[CH2:8][CH2:7][CH2:6][CH:5]1[C:9]1[CH:14]=[CH:13][N:12]=[C:11]([C:15]2[S:20][C:19]3[CH:21]=[CH:22][CH:23]=[CH:24][C:18]=3[C:17](=[O:25])[N:16]=2)[CH:10]=1)(=[O:3])[CH3:2]. The yield is 0.480. (3) The reactants are [OH:1][C:2]1[CH:3]=[CH:4][C:5]2[C:9]([O:10][C:11]3[CH:12]=[CH:13][C:14](/[CH:17]=[CH:18]/[C:19](O)=[O:20])=[N:15][CH:16]=3)=[C:8]([C:22]3[CH:27]=[CH:26][C:25]([OH:28])=[CH:24][CH:23]=3)[S:7][C:6]=2[CH:29]=1.[CH3:30][N:31](C(ON1N=NC2C=CC=NC1=2)=[N+](C)C)C.F[P-](F)(F)(F)(F)F.Cl.CN.CN1CCOCC1. The catalyst is CN(C=O)C. The product is [OH:1][C:2]1[CH:3]=[CH:4][C:5]2[C:9]([O:10][C:11]3[CH:12]=[CH:13][C:14](/[CH:17]=[CH:18]/[C:19]([NH:31][CH3:30])=[O:20])=[N:15][CH:16]=3)=[C:8]([C:22]3[CH:27]=[CH:26][C:25]([OH:28])=[CH:24][CH:23]=3)[S:7][C:6]=2[CH:29]=1. The yield is 0.370. (4) The reactants are C(N[C:5](=[CH2:10])[C:6](OC)=O)(=O)C.Cl.Cl.[NH:13]([C:15]1[CH:16]=[N:17][CH:18]=[CH:19][CH:20]=1)[NH2:14].[O-]CC.[Na+].P(Cl)(Cl)([Cl:27])=O. The catalyst is O.[OH-].[Na+].CO.ClCCl.C(O)C. The product is [Cl:27][C:6]1[CH:5]=[CH:10][N:13]([C:15]2[CH:16]=[N:17][CH:18]=[CH:19][CH:20]=2)[N:14]=1. The yield is 0.490. (5) The reactants are [CH3:1][CH2:2][NH:3][C:4]([CH2:6][CH2:7][CH2:8]/[CH:9]=[CH:10]\[CH2:11][C@@H:12]1[C@@H:16](/[CH:17]=[CH:18]/[C@@H:19]([OH:28])[CH2:20][CH2:21][C:22]2[CH:23]=[CH:24][CH:25]=[CH:26][CH:27]=2)[C@H:15]([OH:29])[CH2:14][C@@H:13]1[OH:30])=[O:5].C(C1C(=O)C(Cl)=C(Cl)C(=O)C=1C#N)#N.C(Cl)Cl. The catalyst is O1CCOCC1. The product is [CH3:1][CH2:2][NH:3][C:4]([CH2:6][CH2:7][CH2:8]/[CH:9]=[CH:10]\[CH2:11][C@@H:12]1[C@@H:16](/[CH:17]=[CH:18]/[C:19]([CH2:20][CH2:21][C:22]2[CH:23]=[CH:24][CH:25]=[CH:26][CH:27]=2)=[O:28])[C@H:15]([OH:29])[CH2:14][C@@H:13]1[OH:30])=[O:5]. The yield is 0.630.